From a dataset of Peptide-MHC class II binding affinity with 134,281 pairs from IEDB. Regression. Given a peptide amino acid sequence and an MHC pseudo amino acid sequence, predict their binding affinity value. This is MHC class II binding data. (1) The peptide sequence is WMTGRMGERQLQKIE. The MHC is DRB1_1301 with pseudo-sequence DRB1_1301. The binding affinity (normalized) is 0.601. (2) The peptide sequence is NYLALLVKFVAGDGD. The MHC is DRB3_0202 with pseudo-sequence DRB3_0202. The binding affinity (normalized) is 0.207. (3) The peptide sequence is NRRLRTAVLAPTRVVAA. The MHC is DRB1_0401 with pseudo-sequence DRB1_0401. The binding affinity (normalized) is 0.126. (4) The peptide sequence is PQPQLPYPQPELPY. The MHC is DRB1_0404 with pseudo-sequence DRB1_0404. The binding affinity (normalized) is 0. (5) The peptide sequence is DGIAGPKGPPGER. The MHC is DRB1_0401 with pseudo-sequence DRB1_0401. The binding affinity (normalized) is 0.00368. (6) The peptide sequence is YTTEGGTKGEAKDVI. The MHC is DRB1_1101 with pseudo-sequence DRB1_1101. The binding affinity (normalized) is 0.249. (7) The binding affinity (normalized) is 0.880. The MHC is DRB4_0101 with pseudo-sequence DRB4_0103. The peptide sequence is PLYKLVHVFINTQYA. (8) The peptide sequence is FDPKGATISATPESA. The MHC is HLA-DPA10201-DPB10101 with pseudo-sequence HLA-DPA10201-DPB10101. The binding affinity (normalized) is 0.207. (9) The peptide sequence is VDGNPTVDIEEAPEM. The MHC is HLA-DQA10201-DQB10402 with pseudo-sequence HLA-DQA10201-DQB10402. The binding affinity (normalized) is 0.